From a dataset of Forward reaction prediction with 1.9M reactions from USPTO patents (1976-2016). Predict the product of the given reaction. (1) The product is: [Cl:1][C:2]1[C:7]([Cl:8])=[C:6]([C:9]2[S:13][C:12]([C:14]3[O:15][C:18]([C:19]([OH:22])([CH3:21])[CH3:20])=[N:17][N:16]=3)=[N:11][C:10]=2[CH2:24][N:25]2[CH2:30][CH2:29][CH2:28][C:27]([F:32])([F:31])[CH2:26]2)[CH:5]=[CH:4][C:3]=1[S:33]([NH:36][C@@H:37]([CH2:42][CH3:43])[C:38]([F:41])([F:39])[F:40])(=[O:35])=[O:34]. Given the reactants [Cl:1][C:2]1[C:7]([Cl:8])=[C:6]([C:9]2[S:13][C:12]([C:14]([NH:16][NH:17][C:18](=O)[C:19]([OH:22])([CH3:21])[CH3:20])=[O:15])=[N:11][C:10]=2[CH2:24][N:25]2[CH2:30][CH2:29][CH2:28][C:27]([F:32])([F:31])[CH2:26]2)[CH:5]=[CH:4][C:3]=1[S:33]([NH:36][C@@H:37]([CH2:42][CH3:43])[C:38]([F:41])([F:40])[F:39])(=[O:35])=[O:34].S(Cl)(C1C=CC(C)=CC=1)(=O)=O.O, predict the reaction product. (2) Given the reactants [O:1]=[C:2]1[N:11]([CH2:12][CH2:13][CH:14]=O)[C:10](=[O:16])[C:9]2[C:4](=[CH:5][CH:6]=[CH:7][CH:8]=2)[NH:3]1.[NH:17]1[CH2:22][CH:21]=[C:20]([C:23]2[CH:32]=[CH:31][C:30]3[C:25](=[CH:26][CH:27]=[CH:28][CH:29]=3)[N:24]=2)[CH2:19][CH2:18]1.C(O[BH-](OC(=O)C)OC(=O)C)(=O)C.[Na+].ClC(Cl)C, predict the reaction product. The product is: [N:24]1[C:25]2[C:30](=[CH:29][CH:28]=[CH:27][CH:26]=2)[CH:31]=[CH:32][C:23]=1[C:20]1[CH2:21][CH2:22][N:17]([CH2:14][CH2:13][CH2:12][N:11]2[C:10](=[O:16])[C:9]3[C:4](=[CH:5][CH:6]=[CH:7][CH:8]=3)[NH:3][C:2]2=[O:1])[CH2:18][CH:19]=1. (3) Given the reactants [F:1][C:2]1[CH:3]=[C:4]([CH:7]=[C:8]([N:10]2[CH2:16][CH2:15][CH2:14][C:13]3[N:17]=[C:18]([C:20]4[CH:25]=[CH:24][CH:23]=[CH:22][N:21]=4)[O:19][C:12]=3[CH2:11]2)[CH:9]=1)[C:5]#[N:6].[F:26]C1C=CC(C(O)=O)=NC=1.C(Cl)Cl, predict the reaction product. The product is: [F:1][C:2]1[CH:3]=[C:4]([CH:7]=[C:8]([N:10]2[CH2:16][CH2:15][CH2:14][C:13]3[N:17]=[C:18]([C:20]4[CH:25]=[CH:24][C:23]([F:26])=[CH:22][N:21]=4)[O:19][C:12]=3[CH2:11]2)[CH:9]=1)[C:5]#[N:6]. (4) Given the reactants C([O:8][C:9]1[CH:14]=[CH:13][C:12]([C:15]([C:17]2[C:22]([CH3:23])=[CH:21][C:20]([O:24][CH3:25])=[CH:19][C:18]=2[O:26][CH2:27][O:28][CH3:29])=[O:16])=[CH:11][CH:10]=1)C1C=CC=CC=1, predict the reaction product. The product is: [OH:8][C:9]1[CH:14]=[CH:13][C:12]([C:15]([C:17]2[C:22]([CH3:23])=[CH:21][C:20]([O:24][CH3:25])=[CH:19][C:18]=2[O:26][CH2:27][O:28][CH3:29])=[O:16])=[CH:11][CH:10]=1. (5) Given the reactants [Cl-].[F:2][C:3]1[CH:4]=[C:5]([CH:18]=[CH:19][C:20]=1[N:21]1[CH:25]=[N:24][N:23]=[N:22]1)[CH2:6][O:7][CH2:8][C@@H:9]1[CH2:11][C@@H:10]1[CH:12]1[CH2:17][CH2:16][NH2+:15][CH2:14][CH2:13]1.Cl[C:27]1[N:32]=[CH:31][C:30]([CH2:33][O:34][CH3:35])=[CH:29][N:28]=1.C(=O)([O-])[O-].[Cs+].[Cs+], predict the reaction product. The product is: [F:2][C:3]1[CH:4]=[C:5]([CH:18]=[CH:19][C:20]=1[N:21]1[CH:25]=[N:24][N:23]=[N:22]1)[CH2:6][O:7][CH2:8][C@@H:9]1[CH2:11][C@@H:10]1[CH:12]1[CH2:17][CH2:16][N:15]([C:27]2[N:32]=[CH:31][C:30]([CH2:33][O:34][CH3:35])=[CH:29][N:28]=2)[CH2:14][CH2:13]1. (6) Given the reactants Br[C:2]1[S:3][C:4]([CH3:18])=[C:5]([CH2:7][N:8]2[CH:12]=[C:11]([C:13]([O:15][CH2:16][CH3:17])=[O:14])[CH:10]=[N:9]2)[N:6]=1.[Cl:19][C:20]1[CH:21]=[C:22](B(O)O)[CH:23]=[C:24]([C:26]([F:29])([F:28])[F:27])[CH:25]=1.C(=O)([O-])[O-].[Na+].[Na+].O, predict the reaction product. The product is: [Cl:19][C:20]1[CH:21]=[C:22]([C:2]2[S:3][C:4]([CH3:18])=[C:5]([CH2:7][N:8]3[CH:12]=[C:11]([C:13]([O:15][CH2:16][CH3:17])=[O:14])[CH:10]=[N:9]3)[N:6]=2)[CH:23]=[C:24]([C:26]([F:27])([F:28])[F:29])[CH:25]=1.